Dataset: Catalyst prediction with 721,799 reactions and 888 catalyst types from USPTO. Task: Predict which catalyst facilitates the given reaction. (1) Reactant: [C:1]([O:5][C:6](=[O:38])[N:7]([CH3:37])[C@H:8]([C:10](=[O:36])[NH:11][C@@H:12]1[C:18](=[O:19])[N:17]([CH2:20][C:21]2[C:30]3[C:25](=[CH:26][CH:27]=[CH:28][CH:29]=3)[CH:24]=[CH:23][C:22]=2[CH3:31])[C:16]2[CH:32]=[CH:33][CH:34]=[CH:35][C:15]=2[NH:14][CH2:13]1)[CH3:9])([CH3:4])([CH3:3])[CH3:2].[CH3:39][N:40]=[C:41]=[O:42]. Product: [C:1]([O:5][C:6](=[O:38])[N:7]([CH3:37])[C@H:8]([C:10](=[O:36])[NH:11][C@@H:12]1[C:18](=[O:19])[N:17]([CH2:20][C:21]2[C:30]3[C:25](=[CH:26][CH:27]=[CH:28][CH:29]=3)[CH:24]=[CH:23][C:22]=2[CH3:31])[C:16]2[CH:32]=[CH:33][CH:34]=[CH:35][C:15]=2[N:14]([C:41](=[O:42])[NH:40][CH3:39])[CH2:13]1)[CH3:9])([CH3:4])([CH3:2])[CH3:3]. The catalyst class is: 2. (2) Reactant: [CH3:1][O:2][C:3]1[CH:8]=[CH:7][C:6]([NH:9][S:10]([CH2:13][C:14]#[N:15])(=[O:12])=[O:11])=[CH:5][CH:4]=1.C(=O)([O-])[O-].[K+].[K+].Br[CH2:23][CH2:24]Br.Cl. Product: [CH3:1][O:2][C:3]1[CH:8]=[CH:7][C:6]([N:9]2[CH2:24][CH2:23][CH:13]([C:14]#[N:15])[S:10]2(=[O:12])=[O:11])=[CH:5][CH:4]=1. The catalyst class is: 35. (3) Reactant: [C:1]1(=[O:7])[O:6][C:4](=[O:5])[CH2:3][CH2:2]1.[CH3:8][O:9][C:10]1[CH:44]=[CH:43][C:13]([CH2:14][O:15][C@@H:16]2[C@@H:23]([CH2:24][OH:25])[O:22][C@H:19]([O:20][CH3:21])[C@H:18]([OH:26])[C@H:17]2[O:27][C:28](=[O:42])[CH2:29][CH2:30][CH2:31][CH2:32][CH2:33][CH2:34][CH2:35][CH2:36][CH2:37][CH2:38][CH2:39][CH2:40][CH3:41])=[CH:12][CH:11]=1.[C:45](Cl)(=[O:59])[CH2:46][CH2:47][CH2:48][CH2:49][CH2:50][CH2:51][CH2:52][CH2:53][CH2:54][CH2:55][CH2:56][CH2:57][CH3:58]. Product: [C:4]([CH2:3][CH2:2][C:1]([O:25][CH2:24][C@H:23]1[O:22][C@H:19]([O:20][CH3:21])[C@H:18]([O:26][C:45](=[O:59])[CH2:46][CH2:47][CH2:48][CH2:49][CH2:50][CH2:51][CH2:52][CH2:53][CH2:54][CH2:55][CH2:56][CH2:57][CH3:58])[C@@H:17]([O:27][C:28](=[O:42])[CH2:29][CH2:30][CH2:31][CH2:32][CH2:33][CH2:34][CH2:35][CH2:36][CH2:37][CH2:38][CH2:39][CH2:40][CH3:41])[C@@H:16]1[O:15][CH2:14][C:13]1[CH:12]=[CH:11][C:10]([O:9][CH3:8])=[CH:44][CH:43]=1)=[O:7])([OH:6])=[O:5]. The catalyst class is: 377. (4) Reactant: Br[CH2:2][C:3]1[CH:8]=[CH:7][CH:6]=[C:5]([N+:9]([O-:11])=[O:10])[CH:4]=1.C1(P(C2C=CC=CC=2)C2C=CC=CC=2)C=CC=CC=1.CC(C)([O-])C.[K+].[CH:37]([C:39]1[N:40]=[C:41]([NH:44][C:45](=[O:47])[CH3:46])[S:42][CH:43]=1)=O.Cl. Product: [N+:9]([C:5]1[CH:4]=[C:3]([CH:2]=[CH:37][C:39]2[N:40]=[C:41]([NH:44][C:45](=[O:47])[CH3:46])[S:42][CH:43]=2)[CH:8]=[CH:7][CH:6]=1)([O-:11])=[O:10]. The catalyst class is: 35.